Dataset: Reaction yield outcomes from USPTO patents with 853,638 reactions. Task: Predict the reaction yield, written as a fraction of the theoretical maximum amount of product (1.0 means a 100% yield; for example, 0.34 means a 34% yield). (1) The reactants are COC(C1C=C(NS(C2C=CC(C)=CC=2)(=O)=O)C2C(=C(O)C=CC=2)N=1)=O.[CH3:27][O:28][C:29]([C:31]1[CH:40]=[C:39]([NH:41]S(C2C=CC(C)=CC=2)(=O)=O)[C:38]2[C:33](=[C:34]([NH2:52])[CH:35]=[CH:36][CH:37]=2)[N:32]=1)=[O:30]. No catalyst specified. The product is [CH3:27][O:28][C:29]([C:31]1[CH:40]=[C:39]([NH2:41])[C:38]2[C:33](=[C:34]([NH2:52])[CH:35]=[CH:36][CH:37]=2)[N:32]=1)=[O:30]. The yield is 0.790. (2) The reactants are [ClH:1].[C:2]([C:6]1[N:7]([CH2:25][CH:26]2[CH2:31][CH2:30][O:29][CH2:28][CH2:27]2)[CH:8]=[C:9]([C:11]2[CH:12]=[C:13]([C:17]([C:19]3[CH:24]=[CH:23][CH:22]=[CH:21][CH:20]=3)=O)[CH:14]=[CH:15][CH:16]=2)[N:10]=1)([CH3:5])([CH3:4])[CH3:3].C([SiH](CC)CC)C.C(=O)([O-])O.[Na+]. The catalyst is FC(F)(F)C(O)=O. The product is [ClH:1].[CH2:17]([C:13]1[CH:12]=[C:11]([C:9]2[N:10]=[C:6]([C:2]([CH3:5])([CH3:4])[CH3:3])[N:7]([CH2:25][CH:26]3[CH2:31][CH2:30][O:29][CH2:28][CH2:27]3)[CH:8]=2)[CH:16]=[CH:15][CH:14]=1)[C:19]1[CH:20]=[CH:21][CH:22]=[CH:23][CH:24]=1. The yield is 0.640. (3) The reactants are [Cl:1][C:2]1[C:10]2[NH:9][C:8](=O)[N:7]([CH2:12][C:13]([O:15][CH:16]([CH3:18])[CH3:17])=[O:14])[C:6]=2[C:5]([CH:19]([CH2:22][CH3:23])[CH2:20][CH3:21])=[CH:4][CH:3]=1.P(Cl)(Cl)([Cl:26])=O. No catalyst specified. The product is [Cl:26][C:8]1[N:7]([CH2:12][C:13]([O:15][CH:16]([CH3:18])[CH3:17])=[O:14])[C:6]2[C:5]([CH:19]([CH2:22][CH3:23])[CH2:20][CH3:21])=[CH:4][CH:3]=[C:2]([Cl:1])[C:10]=2[N:9]=1. The yield is 0.920. (4) The reactants are [C:1]([Si:5]([CH3:13])([CH3:12])[O:6][CH2:7][CH2:8][CH2:9][CH2:10][OH:11])([CH3:4])([CH3:3])[CH3:2].[N+:14]([C:17]1[CH:24]=[CH:23][CH:22]=[C:21]([N+]([O-])=O)[C:18]=1[C:19]#[N:20])([O-:16])=[O:15]. No catalyst specified. The product is [Si:5]([O:6][CH2:7][CH2:8][CH2:9][CH2:10][O:11][C:21]1[CH:22]=[CH:23][CH:24]=[C:17]([N+:14]([O-:16])=[O:15])[C:18]=1[C:19]#[N:20])([C:1]([CH3:4])([CH3:3])[CH3:2])([CH3:13])[CH3:12]. The yield is 0.250.